From a dataset of Reaction yield outcomes from USPTO patents with 853,638 reactions. Predict the reaction yield, written as a fraction of the theoretical maximum amount of product (1.0 means a 100% yield; for example, 0.34 means a 34% yield). (1) The catalyst is C(Cl)Cl.CN(C=O)C. The yield is 0.740. The product is [CH2:10]([O:12][C:13]([C:15]1([NH:20][C:21]([CH:23]2[CH2:27][CH:26]([OH:28])[CH2:25][CH:24]2[C:29](=[O:31])[N:62]([CH2:56][CH2:57][CH2:58][CH2:59][CH:60]=[CH2:61])[CH3:63])=[O:22])[CH2:17][CH:16]1[CH:18]=[CH2:19])=[O:14])[CH3:11]. The reactants are C(N(C(C)C)CC)(C)C.[CH2:10]([O:12][C:13]([C:15]1([NH:20][C:21]([CH:23]2[CH2:27][CH:26]([OH:28])[CH2:25][CH:24]2[C:29]([OH:31])=O)=[O:22])[CH2:17][CH:16]1[CH:18]=[CH2:19])=[O:14])[CH3:11].CN(C(ON1N=NC2C=CC=NC1=2)=[N+](C)C)C.F[P-](F)(F)(F)(F)F.[CH2:56]([NH:62][CH3:63])[CH2:57][CH2:58][CH2:59][CH:60]=[CH2:61].CCN(C(C)C)C(C)C. (2) The product is [O:25]=[C:24]1[NH:26][C:18]2[CH2:19][CH2:20][O:9][CH2:8][C:17]=2[CH:16]=[C:23]1[C:21]#[N:22]. The catalyst is O. The reactants are N1(C[C:8](O)=[O:9])CCCCC1.C(O)(=O)C.N1[CH2:20][CH2:19][CH2:18][CH2:17][CH2:16]1.[C:21]([CH2:23][C:24]([NH2:26])=[O:25])#[N:22]. The yield is 0.200. (3) The reactants are C(OC(=O)[NH:7][CH:8]([C:13]([N:15]1[CH2:19][CH:18]([OH:20])[CH2:17][CH:16]1[C:21]([C:23]1[C:31]2[C:26](=[CH:27][C:28]([F:32])=[CH:29][CH:30]=2)[NH:25][CH:24]=1)=[O:22])=[O:14])[C:9]([CH3:12])([CH3:11])[CH3:10])(C)(C)C.C(O)(C(F)(F)F)=O. The catalyst is C(Cl)Cl. The product is [NH2:7][CH:8]([C:9]([CH3:12])([CH3:11])[CH3:10])[C:13]([N:15]1[CH2:19][CH:18]([OH:20])[CH2:17][CH:16]1[C:21]([C:23]1[C:31]2[C:26](=[CH:27][C:28]([F:32])=[CH:29][CH:30]=2)[NH:25][CH:24]=1)=[O:22])=[O:14]. The yield is 0.730.